Dataset: Full USPTO retrosynthesis dataset with 1.9M reactions from patents (1976-2016). Task: Predict the reactants needed to synthesize the given product. (1) Given the product [Cl:17][C:14]1[CH:15]=[CH:16][C:11]([N:1]2[C:5]3=[CH:6][N:7]=[CH:8][CH:9]=[C:4]3[CH:3]=[CH:2]2)=[CH:12][CH:13]=1, predict the reactants needed to synthesize it. The reactants are: [NH:1]1[C:5]2=[CH:6][N:7]=[CH:8][CH:9]=[C:4]2[CH:3]=[CH:2]1.Br[C:11]1[CH:16]=[CH:15][C:14]([Cl:17])=[CH:13][CH:12]=1.[O-]P([O-])([O-])=O.[K+].[K+].[K+]. (2) Given the product [F:1][C:2]1[CH:9]=[CH:8][C:5]([N:6]([CH3:7])[CH:11]([C:17]2[CH:22]=[CH:21][CH:20]=[CH:19][CH:18]=2)[C:12]([O:14][CH2:15][CH3:16])=[O:13])=[CH:4][CH:3]=1, predict the reactants needed to synthesize it. The reactants are: [F:1][C:2]1[CH:9]=[CH:8][C:5]([NH:6][CH3:7])=[CH:4][CH:3]=1.Br[CH:11]([C:17]1[CH:22]=[CH:21][CH:20]=[CH:19][CH:18]=1)[C:12]([O:14][CH2:15][CH3:16])=[O:13].CCN(C(C)C)C(C)C. (3) Given the product [CH3:21][O:22][C:23]([C:25]1[S:32][C:31]2[C:20]([C:9]3[N:8]([C:6]([O:5][C:1]([CH3:4])([CH3:3])[CH3:2])=[O:7])[C:16]4[C:11]([CH:10]=3)=[CH:12][C:13]([C:17](=[O:19])[CH3:18])=[CH:14][CH:15]=4)=[N:29][N:28]([C:34]([O:36][C:37]([CH3:40])([CH3:39])[CH3:38])=[O:35])[C:27]=2[CH:26]=1)=[O:24], predict the reactants needed to synthesize it. The reactants are: [C:1]([O:5][C:6]([N:8]1[C:16]2[C:11](=[CH:12][C:13]([C:17](=[O:19])[CH3:18])=[CH:14][CH:15]=2)[CH:10]=[C:9]1[CH3:20])=[O:7])([CH3:4])([CH3:3])[CH3:2].[CH3:21][O:22][C:23]([C:25]1[S:32][C:31]2C(I)=[N:29][N:28]([C:34]([O:36][C:37]([CH3:40])([CH3:39])[CH3:38])=[O:35])[C:27]=2[CH:26]=1)=[O:24].ClCCl.C(=O)([O-])[O-].[Cs+].[Cs+].C(OC(N1C2C(=CC(CO)=CC=2)C=C1C1C2SC=CC=2N(C(OC(C)(C)C)=O)N=1)=O)(C)(C)C.N#N.S([O-])([O-])(=O)=O.[Na+].[Na+]. (4) Given the product [F:1][C:2]1[CH:3]=[CH:4][C:5]([C@H:8]([NH:10][C:11](=[O:27])[C:12]2[CH:13]=[C:14]([C:20]3[CH:25]=[CH:24][C:23]([CH3:26])=[CH:22][N:21]=3)[CH:15]=[C:16]([CH:18]=[O:29])[CH:17]=2)[CH3:9])=[N:6][CH:7]=1, predict the reactants needed to synthesize it. The reactants are: [F:1][C:2]1[CH:3]=[CH:4][C:5]([C@H:8]([NH:10][C:11](=[O:27])[C:12]2[CH:17]=[C:16]([CH:18]=C)[CH:15]=[C:14]([C:20]3[CH:25]=[CH:24][C:23]([CH3:26])=[CH:22][N:21]=3)[CH:13]=2)[CH3:9])=[N:6][CH:7]=1.I([O-])(=O)(=O)=[O:29].[Na+].S([O-])([O-])=O.[Na+].[Na+].C(=O)(O)[O-].[Na+]. (5) Given the product [CH:19]12[O:2][CH:20]1[CH2:21][N:17]([C:22]([O:24][C:25]([CH3:28])([CH3:27])[CH3:26])=[O:23])[CH2:18]2, predict the reactants needed to synthesize it. The reactants are: C(=O)(O)[O-:2].[Na+].ClC1C=CC=C(C(OO)=O)C=1.[N:17]1([C:22]([O:24][C:25]([CH3:28])([CH3:27])[CH3:26])=[O:23])[CH2:21][CH:20]=[CH:19][CH2:18]1.C(OC(=O)C)C. (6) Given the product [N+:7]([CH:10]([CH2:11][CH3:12])[CH:13]([C:14]1[CH:15]=[N:16][CH:17]=[CH:18][CH:19]=1)[OH:20])([O-:9])=[O:8], predict the reactants needed to synthesize it. The reactants are: [H-].[H-].[H-].[H-].[Li+].[Al+3].[N+:7]([CH2:10][CH2:11][CH3:12])([O-:9])=[O:8].[CH:13](=[O:20])[C:14]1[CH:19]=[CH:18][CH:17]=[N:16][CH:15]=1. (7) Given the product [CH3:19][N:20]([CH2:27][C:28]1[CH:33]=[CH:32][C:31]([C:34]2[CH:39]=[CH:38][C:37]([S:40]([CH3:43])(=[O:42])=[O:41])=[CH:36][CH:35]=2)=[CH:30][N:29]=1)[CH:21]1[CH2:26][CH2:25][N:24]([C:7]([O:6][CH:4]([CH:1]2[CH2:3][CH2:2]2)[CH3:5])=[O:8])[CH2:23][CH2:22]1, predict the reactants needed to synthesize it. The reactants are: [CH:1]1([CH:4]([OH:6])[CH3:5])[CH2:3][CH2:2]1.[C:7](N1C=CN=C1)(N1C=CN=C1)=[O:8].[CH3:19][N:20]([CH2:27][C:28]1[CH:33]=[CH:32][C:31]([C:34]2[CH:39]=[CH:38][C:37]([S:40]([CH3:43])(=[O:42])=[O:41])=[CH:36][CH:35]=2)=[CH:30][N:29]=1)[CH:21]1[CH2:26][CH2:25][NH:24][CH2:23][CH2:22]1. (8) Given the product [F:6][C:7]1[CH:12]=[C:11]([F:13])[CH:10]=[CH:9][C:8]=1[C:14]1[CH:19]=[CH:18][C:5]2[O:4][C:2](=[O:3])[N:23]([C:24]3[CH:29]=[CH:28][CH:27]=[C:26]([O:30][CH3:31])[CH:25]=3)[C:21](=[O:22])[C:16]=2[CH:15]=1, predict the reactants needed to synthesize it. The reactants are: Cl[C:2]([O:4][CH3:5])=[O:3].[F:6][C:7]1[CH:12]=[C:11]([F:13])[CH:10]=[CH:9][C:8]=1[C:14]1[CH:19]=[CH:18]C(O)=[C:16]([C:21]([NH:23][C:24]2[CH:29]=[CH:28][CH:27]=[C:26]([O:30][CH3:31])[CH:25]=2)=[O:22])[CH:15]=1.Cl. (9) Given the product [C:19]1([N:12]2[C:13]3[CH:14]=[CH:15][CH:16]=[CH:17][C:18]=3[C:10]3[CH2:9][N:8]([C:6](=[O:7])[C:47]([C:38]4[C:37]5[C:41](=[C:42]([O:45][CH3:46])[N:43]=[CH:44][C:36]=5[O:35][CH3:34])[NH:40][CH:39]=4)=[O:51])[CH2:26][CH2:25][C:11]2=3)[CH:24]=[CH:23][CH:22]=[CH:21][CH:20]=1, predict the reactants needed to synthesize it. The reactants are: C(O[C:6]([N:8]1[CH2:26][CH2:25][C:11]2[N:12]([C:19]3[CH:24]=[CH:23][CH:22]=[CH:21][CH:20]=3)[C:13]3[CH:14]=[CH:15][CH:16]=[CH:17][C:18]=3[C:10]=2[CH2:9]1)=[O:7])(C)(C)C.C(O)(C(F)(F)F)=O.[CH3:34][O:35][C:36]1[CH:44]=[N:43][C:42]([O:45][CH3:46])=[C:41]2[C:37]=1[C:38]([C:47](=[O:51])C(O)=O)=[CH:39][NH:40]2.CCN(C(C)C)C(C)C.C1N(P(Cl)(N2C(=O)OCC2)=O)C(=O)OC1.